Predict which catalyst facilitates the given reaction. From a dataset of Catalyst prediction with 721,799 reactions and 888 catalyst types from USPTO. The catalyst class is: 4. Product: [C:27]([O:26][C:24]([N:11]1[CH2:12][CH2:13][C:8]([C:14](=[O:16])[CH3:15])([C:5]2[CH:6]=[CH:7][C:2]([Cl:1])=[CH:3][CH:4]=2)[CH2:9][CH2:10]1)=[O:25])([CH3:30])([CH3:29])[CH3:28]. Reactant: [Cl:1][C:2]1[CH:7]=[CH:6][C:5]([C:8]2([C:14](=[O:16])[CH3:15])[CH2:13][CH2:12][NH:11][CH2:10][CH2:9]2)=[CH:4][CH:3]=1.C(N(CC)CC)C.[C:24](O[C:24]([O:26][C:27]([CH3:30])([CH3:29])[CH3:28])=[O:25])([O:26][C:27]([CH3:30])([CH3:29])[CH3:28])=[O:25].